From a dataset of Reaction yield outcomes from USPTO patents with 853,638 reactions. Predict the reaction yield, written as a fraction of the theoretical maximum amount of product (1.0 means a 100% yield; for example, 0.34 means a 34% yield). (1) The reactants are C(O[BH-](OC(=O)C)OC(=O)C)(=O)C.[Na+].[C:15]([O:19][C:20]([N:22]1[CH2:27][CH2:26][CH:25]([NH2:28])[CH2:24][CH2:23]1)=[O:21])([CH3:18])([CH3:17])[CH3:16].[Cl:29][C:30]1[S:31][C:32]([CH:36]=O)=[C:33]([Cl:35])[N:34]=1.C(O)(=O)C.[OH-].[Na+]. The catalyst is ClCCCl. The product is [C:15]([O:19][C:20]([N:22]1[CH2:27][CH2:26][CH:25]([NH:28][CH2:36][C:32]2[S:31][C:30]([Cl:29])=[N:34][C:33]=2[Cl:35])[CH2:24][CH2:23]1)=[O:21])([CH3:18])([CH3:16])[CH3:17]. The yield is 0.620. (2) The reactants are [C:1](#[N:3])[CH3:2].[H-].[Na+].[CH3:6][O:7][C:8]1[CH:9]=[C:10]([CH2:14][CH2:15][C:16](OC)=[O:17])[CH:11]=[CH:12][CH:13]=1. The catalyst is O1CCOCC1. The product is [CH3:6][O:7][C:8]1[CH:9]=[C:10]([CH2:14][CH2:15][C:16](=[O:17])[CH2:2][C:1]#[N:3])[CH:11]=[CH:12][CH:13]=1. The yield is 0.490. (3) The reactants are BrC[CH2:3][CH2:4][CH2:5][C:6]([CH3:21])([C:15]1[CH:20]=[CH:19][CH:18]=[CH:17][CH:16]=1)[CH2:7][O:8][CH:9]1[CH2:14][CH2:13][CH2:12][CH2:11][O:10]1.[Br:22]CCCC(C)(C1C=CC=CC=1)CO.O1C=CCCC1. The catalyst is C(Cl)Cl.O.C1(C)C=CC(S(O)(=O)=O)=CC=1. The product is [Br:22][CH2:3][CH2:4][CH2:5][C:6]([CH3:21])([C:15]1[CH:20]=[CH:19][CH:18]=[CH:17][CH:16]=1)[CH2:7][O:8][CH:9]1[CH2:14][CH2:13][CH2:12][CH2:11][O:10]1. The yield is 0.950. (4) The reactants are [Cl:1][C:2]1[S:9]C2CC(C(O)=O)=NC=2[CH:3]=1.[NH2:13][C@@H:14]1[CH2:22][C:21]2[C:16](=[CH:17][CH:18]=[CH:19][CH:20]=2)[C@H:15]1[NH:23][C:24]([O:26][C:27]([CH3:30])([CH3:29])[CH3:28])=[O:25].CC[N:33]([CH:37]([CH3:39])C)[CH:34]([CH3:36])[CH3:35].C1C=CC2N([OH:49])N=NC=2C=1.CCN=C=NCCCN(C)C. The catalyst is C(Cl)Cl. The product is [C:27]([O:26][C:24](=[O:25])[NH:23][C@@H:15]1[C:16]2[C:21](=[CH:20][CH:19]=[CH:18][CH:17]=2)[CH2:22][C@H:14]1[NH:13][C:36]([C:34]1[NH:33][C:37]2[S:9][C:2]([Cl:1])=[CH:3][C:39]=2[CH:35]=1)=[O:49])([CH3:30])([CH3:29])[CH3:28]. The yield is 0.980. (5) The reactants are [Cl-].O[NH3+:3].[C:4](=[O:7])([O-])[OH:5].[Na+].CS(C)=O.[CH2:13]([C:15]1[N:16]=[C:17]([CH3:47])[N:18]([C:37]2[CH:42]=[CH:41][C:40]([O:43][CH:44]([CH3:46])[CH3:45])=[CH:39][CH:38]=2)[C:19](=[O:36])[C:20]=1[CH2:21][C:22]1[CH:27]=[CH:26][C:25]([C:28]2[C:29]([C:34]#[N:35])=[CH:30][CH:31]=[CH:32][CH:33]=2)=[CH:24][CH:23]=1)[CH3:14]. The catalyst is C(OCC)(=O)C. The product is [CH2:13]([C:15]1[N:16]=[C:17]([CH3:47])[N:18]([C:37]2[CH:38]=[CH:39][C:40]([O:43][CH:44]([CH3:46])[CH3:45])=[CH:41][CH:42]=2)[C:19](=[O:36])[C:20]=1[CH2:21][C:22]1[CH:23]=[CH:24][C:25]([C:28]2[CH:33]=[CH:32][CH:31]=[CH:30][C:29]=2[C:34]2[NH:3][C:4](=[O:7])[O:5][N:35]=2)=[CH:26][CH:27]=1)[CH3:14]. The yield is 0.810. (6) The reactants are [F:1][C:2]1[CH:18]=[CH:17][CH:16]=[CH:15][C:3]=1[CH2:4][C:5]1[O:9][N:8]=[C:7]([C:10]([O:12]CC)=O)[N:6]=1.Cl.[Cl:20][C:21]1[CH:22]=[C:23]2[C:27](=[CH:28][CH:29]=1)[NH:26][CH:25]=[C:24]2[CH2:30][CH2:31][NH2:32].CN(C(ON1N=NC2C=CC=NC1=2)=[N+](C)C)C.F[P-](F)(F)(F)(F)F.C(N(CC)C(C)C)(C)C. The catalyst is CO.[OH-].[Na+].O.CN(C=O)C. The product is [Cl:20][C:21]1[CH:22]=[C:23]2[C:27](=[CH:28][CH:29]=1)[NH:26][CH:25]=[C:24]2[CH2:30][CH2:31][NH:32][C:10]([C:7]1[N:6]=[C:5]([CH2:4][C:3]2[CH:15]=[CH:16][CH:17]=[CH:18][C:2]=2[F:1])[O:9][N:8]=1)=[O:12]. The yield is 0.260.